From a dataset of Full USPTO retrosynthesis dataset with 1.9M reactions from patents (1976-2016). Predict the reactants needed to synthesize the given product. (1) Given the product [F:27][C:25]([F:28])([F:26])[CH2:24][C:23]([NH:22][C:19]1[CH:20]=[CH:21][C:16]([S:15][C:4]2[N:3]=[C:2]([N:33]3[CH2:34][CH2:35][C@H:31]([F:30])[CH2:32]3)[CH:7]=[C:6]([NH:8][C:9]3[CH:14]=[CH:13][CH:12]=[CH:11][N:10]=3)[N:5]=2)=[CH:17][CH:18]=1)=[O:29], predict the reactants needed to synthesize it. The reactants are: Cl[C:2]1[CH:7]=[C:6]([NH:8][C:9]2[CH:14]=[CH:13][CH:12]=[CH:11][N:10]=2)[N:5]=[C:4]([S:15][C:16]2[CH:21]=[CH:20][C:19]([NH:22][C:23](=[O:29])[CH2:24][C:25]([F:28])([F:27])[F:26])=[CH:18][CH:17]=2)[N:3]=1.[F:30][C@H:31]1[CH2:35][CH2:34][NH:33][CH2:32]1.Cl.CCN(C(C)C)C(C)C. (2) Given the product [CH3:45][O:44][C:42]([C:39]1[CH:38]=[CH:37][C:36]([C:20]2[CH:21]=[CH:22][CH:23]=[C:18]([C:17]3[O:16][N:15]=[C:14]([CH3:33])[C:13]=3[NH:12][C:11]([O:10][CH:8]([C:3]3[CH:4]=[CH:5][CH:6]=[CH:7][C:2]=3[Cl:1])[CH3:9])=[O:34])[CH:19]=2)=[CH:41][N:40]=1)=[O:43], predict the reactants needed to synthesize it. The reactants are: [Cl:1][C:2]1[CH:7]=[CH:6][CH:5]=[CH:4][C:3]=1[CH:8]([O:10][C:11](=[O:34])[NH:12][C:13]1[C:14]([CH3:33])=[N:15][O:16][C:17]=1[C:18]1[CH:23]=[CH:22][CH:21]=[C:20](B2OC(C)(C)C(C)(C)O2)[CH:19]=1)[CH3:9].Br[C:36]1[CH:37]=[CH:38][C:39]([C:42]([O:44][CH3:45])=[O:43])=[N:40][CH:41]=1.C(=O)(O)[O-].[Na+].